The task is: Regression/Classification. Given a drug SMILES string, predict its toxicity properties. Task type varies by dataset: regression for continuous values (e.g., LD50, hERG inhibition percentage) or binary classification for toxic/non-toxic outcomes (e.g., AMES mutagenicity, cardiotoxicity, hepatotoxicity). Dataset: ld50_zhu.. This data is from Acute oral toxicity (LD50) regression data from Zhu et al.. (1) The compound is CCCCN(CCCC)SN(C)C(=O)ON=CC(C)(C)SC. The rat oral LD50 is 4.45, given as -log10 of the dose in mol/kg body weight (higher means more acutely toxic). (2) The compound is ClCc1cccc(Oc2ccccc2)c1. The rat oral LD50 is 2.25, given as -log10 of the dose in mol/kg body weight (higher means more acutely toxic). (3) The compound is CCOc1ccc(C(=O)COC(=O)CCC(=O)O)c2ccccc12. The rat oral LD50 is 1.98, given as -log10 of the dose in mol/kg body weight (higher means more acutely toxic). (4) The drug is CNC(C)Cc1ccc(Cl)cc1. The rat oral LD50 is 3.22, given as -log10 of the dose in mol/kg body weight (higher means more acutely toxic). (5) The drug is S=C(Cl)Cl. The rat oral LD50 is 2.09, given as -log10 of the dose in mol/kg body weight (higher means more acutely toxic).